Dataset: Full USPTO retrosynthesis dataset with 1.9M reactions from patents (1976-2016). Task: Predict the reactants needed to synthesize the given product. Given the product [N:48]1[CH:49]=[CH:50][CH:51]=[C:46]([O:45][CH2:44][CH:32]2[CH2:33][NH:34][CH2:35][CH2:36][N:31]2[C:23]2[S:22][C:26]3[CH:27]=[CH:28][CH:29]=[CH:30][C:25]=3[N:24]=2)[CH:47]=1, predict the reactants needed to synthesize it. The reactants are: Cl.O1CCOCC1.OC(C(F)(F)F)=O.OC(C(F)(F)F)=O.[S:22]1[C:26]2[CH:27]=[CH:28][CH:29]=[CH:30][C:25]=2[N:24]=[C:23]1[N:31]1[CH2:36][CH2:35][N:34](C(OC(C)(C)C)=O)[CH2:33][CH:32]1[CH2:44][O:45][C:46]1[CH:47]=[N:48][CH:49]=[CH:50][CH:51]=1.